This data is from Full USPTO retrosynthesis dataset with 1.9M reactions from patents (1976-2016). The task is: Predict the reactants needed to synthesize the given product. (1) Given the product [Cl:38][CH2:37][CH2:36][CH2:35][N:24]1[CH2:23][CH:22]([O:21][C:2]([C:9]2[CH:14]=[CH:13][CH:12]=[CH:11][CH:10]=2)([C:15]2[CH:16]=[CH:17][CH:18]=[CH:19][CH:20]=2)[C:3]2[CH:8]=[CH:7][CH:6]=[CH:5][CH:4]=2)[CH2:25]1, predict the reactants needed to synthesize it. The reactants are: Cl.[C:2]([O:21][CH:22]1[CH2:25][NH:24][CH2:23]1)([C:15]1[CH:20]=[CH:19][CH:18]=[CH:17][CH:16]=1)([C:9]1[CH:14]=[CH:13][CH:12]=[CH:11][CH:10]=1)[C:3]1[CH:8]=[CH:7][CH:6]=[CH:5][CH:4]=1.C(=O)([O-])[O-].[K+].[K+].[I-].[K+].Br[CH2:35][CH2:36][CH2:37][Cl:38]. (2) Given the product [Cl:7][C:8]1[CH:9]=[C:10]([C:14]2[N:15]=[N:16][N:17]([CH:19]([CH3:25])[CH2:20][C:21]3[N:23]([CH3:24])[C:34]([C:35]4[CH:40]=[CH:39][N:38]=[CH:37][CH:36]=4)=[N:42][N:43]=3)[N:18]=2)[CH:11]=[CH:12][CH:13]=1, predict the reactants needed to synthesize it. The reactants are: C(Cl)(=O)C(Cl)=O.[Cl:7][C:8]1[CH:9]=[C:10]([C:14]2[N:15]=[N:16][N:17]([CH:19]([CH3:25])[CH2:20][C:21]([NH:23][CH3:24])=O)[N:18]=2)[CH:11]=[CH:12][CH:13]=1.N1C(C)=CC=CC=1C.[C:34]([NH:42][NH2:43])(=O)[C:35]1[CH:40]=[CH:39][N:38]=[CH:37][CH:36]=1. (3) Given the product [OH:17][C:5]1[CH:6]=[CH:7][C:8]([CH2:10][CH:11]2[CH2:16][CH2:15][N:14]([C:25]([O:27][C:28]([CH3:31])([CH3:30])[CH3:29])=[O:26])[CH2:13][CH2:12]2)=[CH:9][C:4]=1[N+:1]([O-:3])=[O:2], predict the reactants needed to synthesize it. The reactants are: [N+:1]([C:4]1[CH:9]=[C:8]([CH2:10][CH:11]2[CH2:16][CH2:15][NH:14][CH2:13][CH2:12]2)[CH:7]=[CH:6][C:5]=1[OH:17])([O-:3])=[O:2].C(N(CC)CC)C.[C:25](O[C:25]([O:27][C:28]([CH3:31])([CH3:30])[CH3:29])=[O:26])([O:27][C:28]([CH3:31])([CH3:30])[CH3:29])=[O:26]. (4) Given the product [Cl:1][C:2]1[C:10]([I:11])=[CH:9][C:5]([C:6]([O:8][CH3:18])=[O:7])=[C:4]([CH3:12])[CH:3]=1, predict the reactants needed to synthesize it. The reactants are: [Cl:1][C:2]1[C:10]([I:11])=[CH:9][C:5]([C:6]([OH:8])=[O:7])=[C:4]([CH3:12])[CH:3]=1.S(=O)(=O)(O)O.[CH3:18]O.